Regression. Given two drug SMILES strings and cell line genomic features, predict the synergy score measuring deviation from expected non-interaction effect. From a dataset of NCI-60 drug combinations with 297,098 pairs across 59 cell lines. (1) Drug 1: C1CC(=O)NC(=O)C1N2CC3=C(C2=O)C=CC=C3N. Drug 2: C1=CC(=CC=C1CCC2=CNC3=C2C(=O)NC(=N3)N)C(=O)NC(CCC(=O)O)C(=O)O. Cell line: MDA-MB-435. Synergy scores: CSS=13.0, Synergy_ZIP=-1.84, Synergy_Bliss=1.93, Synergy_Loewe=-59.1, Synergy_HSA=3.92. (2) Drug 1: C1=NNC2=C1C(=O)NC=N2. Drug 2: CC(C)NC(=O)C1=CC=C(C=C1)CNNC.Cl. Cell line: U251. Synergy scores: CSS=-1.92, Synergy_ZIP=2.14, Synergy_Bliss=1.83, Synergy_Loewe=-0.289, Synergy_HSA=-2.27. (3) Drug 1: B(C(CC(C)C)NC(=O)C(CC1=CC=CC=C1)NC(=O)C2=NC=CN=C2)(O)O. Drug 2: N.N.Cl[Pt+2]Cl. Cell line: SK-MEL-2. Synergy scores: CSS=97.4, Synergy_ZIP=-1.57, Synergy_Bliss=-2.67, Synergy_Loewe=-0.601, Synergy_HSA=2.29. (4) Drug 2: CN(CCCl)CCCl.Cl. Cell line: SN12C. Synergy scores: CSS=17.8, Synergy_ZIP=6.80, Synergy_Bliss=7.21, Synergy_Loewe=-0.386, Synergy_HSA=0.763. Drug 1: CC(C)(C#N)C1=CC(=CC(=C1)CN2C=NC=N2)C(C)(C)C#N. (5) Drug 1: C1=CC(=CC=C1CC(C(=O)O)N)N(CCCl)CCCl.Cl. Drug 2: C1C(C(OC1N2C=C(C(=O)NC2=O)F)CO)O. Cell line: HOP-62. Synergy scores: CSS=55.6, Synergy_ZIP=4.35, Synergy_Bliss=4.49, Synergy_Loewe=-9.12, Synergy_HSA=5.59.